From a dataset of Forward reaction prediction with 1.9M reactions from USPTO patents (1976-2016). Predict the product of the given reaction. The product is: [CH3:8][C:7]1[O:6][N:5]=[C:4]([C:9]2[CH:14]=[CH:13][CH:12]=[CH:11][CH:10]=2)[C:3]=1[C:1]#[C:2][C:18]1[N:17]=[C:16]([NH2:15])[CH:21]=[N:20][CH:19]=1. Given the reactants [C:1]([C:3]1[C:4]([C:9]2[CH:14]=[CH:13][CH:12]=[CH:11][CH:10]=2)=[N:5][O:6][C:7]=1[CH3:8])#[CH:2].[NH2:15][C:16]1[CH:21]=[N:20][CH:19]=[C:18](Cl)[N:17]=1, predict the reaction product.